Dataset: Peptide-MHC class I binding affinity with 185,985 pairs from IEDB/IMGT. Task: Regression. Given a peptide amino acid sequence and an MHC pseudo amino acid sequence, predict their binding affinity value. This is MHC class I binding data. (1) The binding affinity (normalized) is 0.213. The peptide sequence is RTLNLFRYK. The MHC is HLA-C04:01 with pseudo-sequence HLA-C04:01. (2) The peptide sequence is FVDTMSIYI. The MHC is HLA-A68:02 with pseudo-sequence HLA-A68:02. The binding affinity (normalized) is 0.432. (3) The peptide sequence is LFLSFCSLF. The MHC is HLA-A24:03 with pseudo-sequence HLA-A24:03. The binding affinity (normalized) is 0.492.